Dataset: Reaction yield outcomes from USPTO patents with 853,638 reactions. Task: Predict the reaction yield, written as a fraction of the theoretical maximum amount of product (1.0 means a 100% yield; for example, 0.34 means a 34% yield). (1) No catalyst specified. The reactants are [C:1]([C:3]1[CH:8]=[CH:7][CH:6]=[CH:5][N:4]=1)#[N:2].[CH2:9]([C:11]1[CH:17]=[CH:16][C:14]([NH2:15])=[CH:13][CH:12]=1)[CH3:10]. The yield is 0.710. The product is [CH2:9]([C:11]1[CH:17]=[CH:16][C:14]([NH:15][C:1]([C:3]2[CH:8]=[CH:7][CH:6]=[CH:5][N:4]=2)=[NH:2])=[CH:13][CH:12]=1)[CH3:10]. (2) The reactants are [Cl:1][C:2](Cl)(Cl)[C:3]1[CH:8]=[CH:7][C:6]([S:9]([F:14])([F:13])([F:12])([F:11])[F:10])=[CH:5][CH:4]=1.C(O)(=[O:19])C.N#N.C1(P(C2C=CC=CC=2)C2C=CC=CC=2)C=CC=CC=1. No catalyst specified. The product is [F:10][S:9]([F:14])([F:13])([F:12])([F:11])[C:6]1[CH:7]=[CH:8][C:3]([C:2]([Cl:1])=[O:19])=[CH:4][CH:5]=1. The yield is 0.560.